Dataset: Reaction yield outcomes from USPTO patents with 853,638 reactions. Task: Predict the reaction yield, written as a fraction of the theoretical maximum amount of product (1.0 means a 100% yield; for example, 0.34 means a 34% yield). (1) The yield is 0.532. The product is [CH3:1][C:2]1[N:3]([CH2:25][C:26]([O:28][CH2:29][CH3:30])=[O:27])[C:4]2[CH2:5][C:6]([CH3:23])([CH3:22])[CH2:7][C:8](=[O:21])[C:9]=2[C:10]=1[CH2:11][C:12]1[CH:17]=[CH:16][CH:15]=[CH:14][C:13]=1[N+:18]([O-:20])=[O:19]. The catalyst is C(#N)C.ClCCl. The reactants are [CH3:1][C:2]1[NH:3][C:4]2[CH2:5][C:6]([CH3:23])([CH3:22])[CH2:7][C:8](=[O:21])[C:9]=2[C:10]=1[CH2:11][C:12]1[CH:17]=[CH:16][CH:15]=[CH:14][C:13]=1[N+:18]([O-:20])=[O:19].Br[CH2:25][C:26]([O:28][CH2:29][CH3:30])=[O:27].[I-].[K+].C(=O)([O-])[O-].[K+].[K+].[Cl-].[NH4+]. (2) The reactants are [C:1]12([C:11]3[CH:22]=[CH:21][C:14]([O:15][CH2:16][CH2:17][C:18](O)=[O:19])=[C:13]([CH3:23])[CH:12]=3)[CH2:10][CH:5]3[CH2:6][CH:7]([CH2:9][CH:3]([CH2:4]3)[CH2:2]1)[CH2:8]2.[NH:24]1[CH2:29][CH2:28][O:27][CH2:26][CH2:25]1. No catalyst specified. The product is [C:1]12([C:11]3[CH:22]=[CH:21][C:14]([O:15][CH2:16][CH2:17][C:18]([N:24]4[CH2:29][CH2:28][O:27][CH2:26][CH2:25]4)=[O:19])=[C:13]([CH3:23])[CH:12]=3)[CH2:8][CH:7]3[CH2:9][CH:3]([CH2:4][CH:5]([CH2:6]3)[CH2:10]1)[CH2:2]2. The yield is 0.905. (3) The reactants are [OH-].[Na+].[Cl:3][C:4]1[CH:12]=[C:11]2[C:7]([C@@:8]3([C@@H:17]([C:18]4[CH:23]=[CH:22][N:21]=[C:20]([Cl:24])[C:19]=4[F:25])[C@H:16]([C:26]([NH:28][C@H:29]4[CH2:34][O:33][C@H:32]([C:35]([O:37]C)=[O:36])[CH2:31][CH2:30]4)=[O:27])[NH:15][C:14]43[CH2:43][CH2:42][C:41]([CH3:45])([CH3:44])[CH2:40][CH2:39]4)[C:9](=[O:13])[NH:10]2)=[CH:6][CH:5]=1.Cl. The catalyst is CO. The product is [Cl:3][C:4]1[CH:12]=[C:11]2[C:7]([C@@:8]3([C@@H:17]([C:18]4[CH:23]=[CH:22][N:21]=[C:20]([Cl:24])[C:19]=4[F:25])[C@H:16]([C:26]([NH:28][C@H:29]4[CH2:34][O:33][C@H:32]([C:35]([OH:37])=[O:36])[CH2:31][CH2:30]4)=[O:27])[NH:15][C:14]43[CH2:39][CH2:40][C:41]([CH3:45])([CH3:44])[CH2:42][CH2:43]4)[C:9](=[O:13])[NH:10]2)=[CH:6][CH:5]=1. The yield is 0.600. (4) The reactants are [CH2:1]([O:8][C@:9]1([CH:33]=C)[C@@H:13]([CH2:14][O:15][CH2:16][C:17]2[CH:22]=[CH:21][CH:20]=[CH:19][CH:18]=2)[O:12][C@@H:11]([N:23]2[CH:31]=[C:29]([CH3:30])[C:27](=[O:28])[NH:26][C:24]2=[O:25])[C@H:10]1[OH:32])[C:2]1[CH:7]=[CH:6][CH:5]=[CH:4][CH:3]=1.I([O-])(=O)(=O)=[O:36].[Na+].[BH4-].[Na+]. The catalyst is C1COCC1.O.[Os](=O)(=O)(=O)=O.C(O)(C)(C)C. The product is [CH2:1]([O:8][C@:9]1([CH2:33][OH:36])[C@@H:13]([CH2:14][O:15][CH2:16][C:17]2[CH:22]=[CH:21][CH:20]=[CH:19][CH:18]=2)[O:12][C@@H:11]([N:23]2[CH:31]=[C:29]([CH3:30])[C:27](=[O:28])[NH:26][C:24]2=[O:25])[C@H:10]1[OH:32])[C:2]1[CH:3]=[CH:4][CH:5]=[CH:6][CH:7]=1. The yield is 0.360. (5) The reactants are CS(C)=O.C(Cl)(=O)C(Cl)=O.C(N(CC)CC)C.[OH:18][CH:19]([C:28]1[CH:29]=[C:30]2[C:34](=[CH:35][CH:36]=1)[N:33]([Si:37]([CH:44]([CH3:46])[CH3:45])([CH:41]([CH3:43])[CH3:42])[CH:38]([CH3:40])[CH3:39])[N:32]=[CH:31]2)[C:20]1[CH:27]=[CH:26][CH:25]=[CH:24][C:21]=1[C:22]#[N:23]. The catalyst is ClCCl.C(OCC)(=O)C.C(=O)(O)[O-].[Na+]. The product is [CH3:43][CH:41]([Si:37]([CH:44]([CH3:46])[CH3:45])([CH:38]([CH3:40])[CH3:39])[N:33]1[C:34]2[C:30](=[CH:29][C:28]([C:19]([C:20]3[CH:27]=[CH:26][CH:25]=[CH:24][C:21]=3[C:22]#[N:23])=[O:18])=[CH:36][CH:35]=2)[CH:31]=[N:32]1)[CH3:42]. The yield is 0.420. (6) The reactants are [I:1][C:2]1[CH:3]=[C:4]2[C:8](=[CH:9][CH:10]=1)[NH:7][N:6]=[C:5]2[C:11]([N:13]([O:15][CH3:16])[CH3:14])=[O:12].[O:17]1[CH:22]=[CH:21][CH2:20][CH2:19][CH2:18]1.C([O-])(O)=O.[Na+]. The catalyst is C(Cl)Cl.CC1C=CC(S([O-])(=O)=O)=CC=1.C1C=C[NH+]=CC=1. The product is [I:1][C:2]1[CH:3]=[C:4]2[C:8](=[CH:9][CH:10]=1)[N:7]([CH:18]1[CH2:19][CH2:20][CH2:21][CH2:22][O:17]1)[N:6]=[C:5]2[C:11]([N:13]([O:15][CH3:16])[CH3:14])=[O:12]. The yield is 0.920. (7) The catalyst is CN(C=O)C. The product is [Cl:29][C:30]1[CH:35]=[CH:34][C:33]([S:36]([NH:20][CH2:19][CH:18]([CH3:21])[CH2:17][N:7]2[C:8]3[CH:16]=[CH:15][CH:14]=[CH:13][C:9]=3[CH2:10][CH2:11][C:12]3[CH:2]=[CH:3][CH:4]=[CH:5][C:6]2=3)(=[O:38])=[O:37])=[CH:32][CH:31]=1. The reactants are Cl.[CH:2]1[C:12]2[CH2:11][CH2:10][C:9]3[CH:13]=[CH:14][CH:15]=[CH:16][C:8]=3[N:7]([CH2:17][CH:18]([CH3:21])[CH2:19][NH2:20])[C:6]=2[CH:5]=[CH:4][CH:3]=1.C(N(CC)CC)C.[Cl:29][C:30]1[CH:35]=[CH:34][C:33]([S:36](Cl)(=[O:38])=[O:37])=[CH:32][CH:31]=1. The yield is 0.610.